This data is from Reaction yield outcomes from USPTO patents with 853,638 reactions. The task is: Predict the reaction yield, written as a fraction of the theoretical maximum amount of product (1.0 means a 100% yield; for example, 0.34 means a 34% yield). (1) The reactants are Br[C:2]1[CH:9]=[CH:8][CH:7]=[C:6]([F:10])[C:3]=1[C:4]#[N:5].[F-].[K+].[F:13][C:14]1[CH:19]=[CH:18][C:17]([N+:20]([O-:22])=[O:21])=[CH:16][C:15]=1B1OC(C)(C)C(C)(C)O1. The catalyst is O1CCCC1. The product is [F:10][C:6]1[CH:7]=[CH:8][CH:9]=[C:2]([C:15]2[CH:16]=[C:17]([N+:20]([O-:22])=[O:21])[CH:18]=[CH:19][C:14]=2[F:13])[C:3]=1[C:4]#[N:5]. The yield is 1.00. (2) The yield is 0.820. The product is [CH3:38][C:36]1[C:35]2[C:31](=[CH:32][N:33]([CH2:39][O:40][CH2:41][CH2:42][Si:43]([CH3:46])([CH3:45])[CH3:44])[N:34]=2)[CH:30]=[C:29]([CH2:28][C@@H:23]([O:22][C:20]([N:17]2[CH2:16][CH2:15][CH:14]([C:13]3[C:4](=[O:3])[NH:5][C:6]4[C:11]([CH:12]=3)=[CH:10][CH:9]=[CH:8][CH:7]=4)[CH2:19][CH2:18]2)=[O:21])[C:24]([OH:26])=[O:25])[CH:37]=1. The reactants are [OH-].[Li+].[O:3]=[C:4]1[C:13]([CH:14]2[CH2:19][CH2:18][N:17]([C:20]([O:22][C@H:23]([CH2:28][C:29]3[CH:37]=[C:36]([CH3:38])[C:35]4[C:31](=[CH:32][N:33]([CH2:39][O:40][CH2:41][CH2:42][Si:43]([CH3:46])([CH3:45])[CH3:44])[N:34]=4)[CH:30]=3)[C:24]([O:26]C)=[O:25])=[O:21])[CH2:16][CH2:15]2)=[CH:12][C:11]2[C:6](=[CH:7][CH:8]=[CH:9][CH:10]=2)[NH:5]1. The catalyst is O1CCOCC1. (3) The reactants are OCCCN1C=C(C2C=CC(N[C:22]3[C:27]([C:28]([F:31])([F:30])[F:29])=[CH:26][N:25]=[C:24]([NH:32][C:33]4[CH:47]=[CH:46][C:36]([CH2:37][P:38](=[O:45])([O:42][CH2:43][CH3:44])[O:39][CH2:40][CH3:41])=[CH:35][C:34]=4[O:48][CH3:49])[N:23]=3)=C3C=2CN(C)C3=O)C=N1.[NH2:50][C:51]1[C:52]([C:67]([NH:69][CH3:70])=[O:68])=[N:53][C:54]([C:57]2[CH:58]=[N:59][N:60]([CH2:62][CH2:63][CH2:64][CH2:65][OH:66])[CH:61]=2)=[CH:55][CH:56]=1. No catalyst specified. The product is [OH:66][CH2:65][CH2:64][CH2:63][CH2:62][N:60]1[CH:61]=[C:57]([C:54]2[N:53]=[C:52]([C:67](=[O:68])[NH:69][CH3:70])[C:51]([NH:50][C:26]3[C:27]([C:28]([F:29])([F:30])[F:31])=[CH:22][N:23]=[C:24]([NH:32][C:33]4[CH:47]=[CH:46][C:36]([CH2:37][P:38](=[O:45])([O:42][CH2:43][CH3:44])[O:39][CH2:40][CH3:41])=[CH:35][C:34]=4[O:48][CH3:49])[N:25]=3)=[CH:56][CH:55]=2)[CH:58]=[N:59]1. The yield is 0.400. (4) The reactants are Br[C:2]1[CH:7]=[N:6][C:5]([Br:8])=[CH:4][N:3]=1.[F:9][C:10]1[CH:15]=[CH:14][C:13](B(O)O)=[CH:12][CH:11]=1.C(=O)([O-])[O-].[Na+].[Na+]. The catalyst is C1(C)C=CC=CC=1.C(O)C.C1C=CC([P]([Pd]([P](C2C=CC=CC=2)(C2C=CC=CC=2)C2C=CC=CC=2)([P](C2C=CC=CC=2)(C2C=CC=CC=2)C2C=CC=CC=2)[P](C2C=CC=CC=2)(C2C=CC=CC=2)C2C=CC=CC=2)(C2C=CC=CC=2)C2C=CC=CC=2)=CC=1. The product is [Br:8][C:5]1[CH:4]=[N:3][C:2]([C:13]2[CH:14]=[CH:15][C:10]([F:9])=[CH:11][CH:12]=2)=[CH:7][N:6]=1. The yield is 0.570.